Dataset: Reaction yield outcomes from USPTO patents with 853,638 reactions. Task: Predict the reaction yield, written as a fraction of the theoretical maximum amount of product (1.0 means a 100% yield; for example, 0.34 means a 34% yield). The catalyst is ClC(Cl)C.CCOC(C)=O. The product is [F:42][C:41]([F:44])([F:43])[S:38]([O:21][C:10]1[CH:9]=[C:8]([C:5]2[CH:4]=[CH:3][C:2]([Cl:1])=[CH:7][CH:6]=2)[N:12]([C:13]2[CH:18]=[CH:17][CH:16]=[CH:15][C:14]=2[O:19][CH3:20])[N:11]=1)(=[O:40])=[O:39]. The yield is 0.890. The reactants are [Cl:1][C:2]1[CH:7]=[CH:6][C:5]([C:8]2[N:12]([C:13]3[CH:18]=[CH:17][CH:16]=[CH:15][C:14]=3[O:19][CH3:20])[NH:11][C:10](=[O:21])[CH:9]=2)=[CH:4][CH:3]=1.CCN(C(C)C)C(C)C.C1C=CC(N([S:38]([C:41]([F:44])([F:43])[F:42])(=[O:40])=[O:39])[S:38]([C:41]([F:44])([F:43])[F:42])(=[O:40])=[O:39])=CC=1.